This data is from Reaction yield outcomes from USPTO patents with 853,638 reactions. The task is: Predict the reaction yield, written as a fraction of the theoretical maximum amount of product (1.0 means a 100% yield; for example, 0.34 means a 34% yield). (1) The reactants are [CH3:1][O:2][C:3]1[CH:8]=[CH:7][C:6]([CH2:9][CH2:10]C(O)=O)=[CH:5][CH:4]=1.[I:14]N1C(C)(C)C(=O)N(C)C1=O. The catalyst is C(Cl)Cl. The product is [I:14][CH2:10][CH2:9][C:6]1[CH:7]=[CH:8][C:3]([O:2][CH3:1])=[CH:4][CH:5]=1. The yield is 0.630. (2) No catalyst specified. The product is [C:19]([O:9][O:10][C:1](=[O:4])[CH:25]([CH3:26])[CH3:5])(=[O:23])[CH:20]([CH3:22])[CH3:21]. The yield is 0.390. The reactants are [C:1]([O-:4])([O-])=O.[C:5]([O-])([O-])=O.[OH:9][OH:10].OO.OO.[Na+].[Na+].[Na+].[Na+].[C:19](Cl)(=[O:23])[CH:20]([CH3:22])[CH3:21].[C:25](Cl)(F)(F)[C:26](Cl)(Cl)F. (3) The reactants are [CH3:1][CH2:2][N:3]([C:15]1[CH:20]=[CH:19][C:18](/[C:21](/[C:43]2[CH:48]=[CH:47][C:46]([NH:49][C:50]3[CH:55]=[CH:54][C:53]([O:56][CH2:57][CH3:58])=[CH:52][CH:51]=3)=[CH:45][CH:44]=2)=[C:22]2\[CH:23]=[CH:24][C:25]([CH:40]=[C:41]\2[CH3:42])=[N+:26]([CH2:29][C:30]2[CH:35]=[CH:34][CH:33]=[C:32]([S:36]([O-:39])(=[O:38])=[O:37])[CH:31]=2)[CH2:27][CH3:28])=[C:17]([CH3:59])[CH:16]=1)[CH2:4][C:5]1[CH:10]=[CH:9][CH:8]=[C:7]([S:11]([O-:14])(=[O:13])=[O:12])[CH:6]=1.[Na+].[P:61](=[O:65])([OH:64])([OH:63])[OH:62].O. The catalyst is C(O)C. The product is [CH3:1][CH2:2][N:3]([C:15]1[CH:20]=[CH:19][C:18](/[C:21](/[C:43]2[CH:44]=[CH:45][C:46]([NH:49][C:50]3[CH:55]=[CH:54][C:53]([O:56][CH2:57][CH3:58])=[CH:52][CH:51]=3)=[CH:47][CH:48]=2)=[C:22]2/[CH:23]=[CH:24][C:25]([CH:40]=[C:41]/2[CH3:42])=[N+:26]([CH2:29][C:30]2[CH:35]=[CH:34][CH:33]=[C:32]([S:36]([OH:39])(=[O:37])=[O:38])[CH:31]=2)[CH2:27][CH3:28])=[C:17]([CH3:59])[CH:16]=1)[CH2:4][C:5]1[CH:10]=[CH:9][CH:8]=[C:7]([S:11]([OH:14])(=[O:13])=[O:12])[CH:6]=1.[P:61](=[O:62])([OH:65])([OH:64])[OH:63]. The yield is 0.000100. (4) The reactants are [OH:1][CH:2]([CH2:6][CH3:7])[C:3]([OH:5])=[O:4].Br[CH:9]([CH3:13])[C:10](Br)=[O:11]. No catalyst specified. The product is [CH2:6]([CH:2]1[C:3](=[O:5])[O:4][CH:9]([CH3:13])[C:10](=[O:11])[O:1]1)[CH3:7]. The yield is 0.530.